This data is from Full USPTO retrosynthesis dataset with 1.9M reactions from patents (1976-2016). The task is: Predict the reactants needed to synthesize the given product. (1) Given the product [O:1]=[C:2]([CH3:25])[CH2:3][C:4]1[CH:5]=[CH:6][C:7]([O:8][CH2:9][CH2:10][O:29][C:26](=[O:28])[CH3:27])=[CH:23][CH:24]=1, predict the reactants needed to synthesize it. The reactants are: [O:1]=[C:2]([CH3:25])[CH2:3][C:4]1[CH:24]=[CH:23][C:7]([O:8][CH2:9][CH2:10]CN2C(=O)C3C(=CC=CC=3)C2=O)=[CH:6][CH:5]=1.[C:26]([O:29]CCBr)(=[O:28])[CH3:27].BrCCCN1C(=O)C2=CC=CC=C2C1=O. (2) Given the product [CH3:1][O:2][C:3]1[C:8]([O:9][CH3:10])=[CH:7][CH:6]=[CH:5][C:4]=1[C@@H:11]1[C:17]2[CH:18]=[C:19]([C:22]([F:23])([F:24])[F:25])[CH:20]=[CH:21][C:16]=2[N:15]2[C:26]([C:29]([F:32])([F:31])[F:30])=[N:27][N:28]=[C:14]2[C@@H:13]([CH2:33][C:34]([OH:36])=[O:35])[S:12]1, predict the reactants needed to synthesize it. The reactants are: [CH3:1][O:2][C:3]1[C:8]([O:9][CH3:10])=[CH:7][CH:6]=[CH:5][C:4]=1[C@@H:11]1[C:17]2[CH:18]=[C:19]([C:22]([F:25])([F:24])[F:23])[CH:20]=[CH:21][C:16]=2[N:15]2[C:26]([C:29]([F:32])([F:31])[F:30])=[N:27][N:28]=[C:14]2[C@@H:13]([CH2:33][C:34]([O:36]C)=[O:35])[S:12]1.Cl. (3) Given the product [CH3:1][C:2]1[N:7]=[C:6]([NH:8][C:9]2[C:10]([CH3:17])=[CH:11][C:12]([CH3:16])=[CH:13][C:14]=2[CH3:15])[C:5]([S:18]([C:21]2[CH:26]=[CH:25][C:24]([C:27]([C:29]3[CH:34]=[CH:33][CH:32]=[CH:31][CH:30]=3)=[O:28])=[CH:23][CH:22]=2)(=[O:19])=[O:20])=[CH:4][CH:3]=1, predict the reactants needed to synthesize it. The reactants are: [CH3:1][C:2]1[N:7]=[C:6]([NH:8][C:9]2[C:14]([CH3:15])=[CH:13][C:12]([CH3:16])=[CH:11][C:10]=2[CH3:17])[C:5]([S:18]([C:21]2[CH:26]=[CH:25][C:24]([CH:27]([C:29]3[CH:34]=[CH:33][CH:32]=[CH:31][CH:30]=3)[OH:28])=[CH:23][CH:22]=2)(=[O:20])=[O:19])=[CH:4][CH:3]=1. (4) Given the product [NH2:28][CH2:27][C@H:26]([OH:38])[C@@H:25]([NH:24][C:22]([N:18]1[CH2:19][CH2:20][CH2:21][C@@H:16]([C@@:8]([C:4]2[CH:5]=[CH:6][CH:7]=[C:2]([Cl:1])[C:3]=2[F:46])([OH:15])[CH2:9][CH2:10][CH2:11][CH2:12][O:13][CH3:14])[CH2:17]1)=[O:23])[CH2:39][CH:40]1[CH2:45][CH2:44][CH2:43][CH2:42][CH2:41]1, predict the reactants needed to synthesize it. The reactants are: [Cl:1][C:2]1[C:3]([F:46])=[C:4]([C@:8]([C@@H:16]2[CH2:21][CH2:20][CH2:19][N:18]([C:22]([NH:24][C@@H:25]([CH2:39][CH:40]3[CH2:45][CH2:44][CH2:43][CH2:42][CH2:41]3)[C@@H:26]([OH:38])[CH2:27][NH:28]C(=O)OCC[Si](C)(C)C)=[O:23])[CH2:17]2)([OH:15])[CH2:9][CH2:10][CH2:11][CH2:12][O:13][CH3:14])[CH:5]=[CH:6][CH:7]=1. (5) Given the product [Br:1][C:2]1[C:3]([C:7]2[CH:12]=[CH:11][N:10]=[CH:9][CH:8]=2)=[N:4][N:5]([CH2:20][CH2:21][OH:22])[CH:6]=1, predict the reactants needed to synthesize it. The reactants are: [Br:1][C:2]1[C:3]([C:7]2[CH:12]=[CH:11][N:10]=[CH:9][CH:8]=2)=[N:4][NH:5][CH:6]=1.C([O-])([O-])=O.[K+].[K+].Br[CH2:20][CH2:21][O:22]C(=O)C. (6) The reactants are: [H-].[Al+3].[Li+].[H-].[H-].[H-].[CH3:7][O:8][C:9]1[C:18]2[C:13](=[CH:14][CH:15]=[CH:16][CH:17]=2)[C:12]([O:19][CH3:20])=[CH:11][C:10]=1[C:21](OC)=[O:22]. Given the product [CH3:7][O:8][C:9]1[C:18]2[C:13](=[CH:14][CH:15]=[CH:16][CH:17]=2)[C:12]([O:19][CH3:20])=[CH:11][C:10]=1[CH2:21][OH:22], predict the reactants needed to synthesize it.